From a dataset of Catalyst prediction with 721,799 reactions and 888 catalyst types from USPTO. Predict which catalyst facilitates the given reaction. (1) Reactant: [Br:1][C:2]1[S:3][C:4](Br)=[N:5][N:6]=1.[CH3:8][NH:9][CH:10]1[CH2:15][C:14]([CH3:17])([CH3:16])[NH:13][C:12]([CH3:19])([CH3:18])[CH2:11]1.CCN(C(C)C)C(C)C. Product: [Br:1][C:2]1[S:3][C:4]([N:9]([CH3:8])[CH:10]2[CH2:11][C:12]([CH3:18])([CH3:19])[NH:13][C:14]([CH3:17])([CH3:16])[CH2:15]2)=[N:5][N:6]=1. The catalyst class is: 12. (2) Reactant: [CH:1]1([CH2:4][O:5][C:6]2[CH:11]=[CH:10][C:9]([NH:12][S:13]([CH2:16][CH3:17])(=[O:15])=[O:14])=[CH:8][C:7]=2B2OC(C)(C)C(C)(C)O2)[CH2:3][CH2:2]1.Br[C:28]1[C:29]2[CH:38]=[CH:37][O:36][C:30]=2[C:31](=[O:35])[N:32]([CH3:34])[CH:33]=1.[O-]P([O-])([O-])=O.[K+].[K+].[K+]. Product: [CH:1]1([CH2:4][O:5][C:6]2[CH:11]=[CH:10][C:9]([NH:12][S:13]([CH2:16][CH3:17])(=[O:14])=[O:15])=[CH:8][C:7]=2[C:28]2[C:29]3[CH:38]=[CH:37][O:36][C:30]=3[C:31](=[O:35])[N:32]([CH3:34])[CH:33]=2)[CH2:2][CH2:3]1. The catalyst class is: 117. (3) Reactant: [C:1](OC)(OC)(OC)[CH3:2].[NH2:9][C:10]1[C:11]([O:32][C:33]2[CH:38]=[CH:37][CH:36]=[CH:35][CH:34]=2)=[N:12][C:13]([CH3:31])=[C:14]([CH3:30])[C:15]=1[NH:16][CH2:17][CH2:18][O:19][CH2:20][CH2:21][NH:22][C:23](=[O:29])[O:24][C:25]([CH3:28])([CH3:27])[CH3:26].Cl.N1C=CC=CC=1. Product: [CH3:1][C:2]1[N:16]([CH2:17][CH2:18][O:19][CH2:20][CH2:21][NH:22][C:23](=[O:29])[O:24][C:25]([CH3:26])([CH3:27])[CH3:28])[C:15]2[C:14]([CH3:30])=[C:13]([CH3:31])[N:12]=[C:11]([O:32][C:33]3[CH:34]=[CH:35][CH:36]=[CH:37][CH:38]=3)[C:10]=2[N:9]=1. The catalyst class is: 11. (4) Reactant: C(OC([N:8]1[CH2:12][C@@H:11]([CH3:13])[CH2:10][C@H:9]1[C:14]1[NH:15][C:16]([C:19]2[CH:24]=[CH:23][C:22]([C:25]3[CH:30]=[CH:29][C:28]([C:31]4[S:51][C:34]5[N:35]=[C:36]([C@@H:38]6[CH2:42][C@H:41]([CH3:43])[CH2:40][N:39]6C(OC(C)(C)C)=O)[NH:37][C:33]=5[CH:32]=4)=[CH:27][CH:26]=3)=[CH:21][CH:20]=2)=[CH:17][N:18]=1)=O)(C)(C)C. Product: [CH3:43][C@@H:41]1[CH2:40][NH:39][C@H:38]([C:36]2[NH:37][C:33]3[CH:32]=[C:31]([C:28]4[CH:29]=[CH:30][C:25]([C:22]5[CH:21]=[CH:20][C:19]([C:16]6[NH:15][C:14]([C@@H:9]7[CH2:10][C@H:11]([CH3:13])[CH2:12][NH:8]7)=[N:18][CH:17]=6)=[CH:24][CH:23]=5)=[CH:26][CH:27]=4)[S:51][C:34]=3[N:35]=2)[CH2:42]1. The catalyst class is: 137. (5) Reactant: Cl[CH2:2][C:3]([N:5]1[CH2:9][C:8](=[O:10])[N:7]([C:11]2[CH:16]=[CH:15][CH:14]=[C:13]([Cl:17])[C:12]=2[CH3:18])[CH2:6]1)=[O:4].[Cl:19][C:20]1[CH:29]=[CH:28][C:23]2[NH:24][C:25](=[O:27])[O:26][C:22]=2[CH:21]=1.C(=O)([O-])[O-].[K+].[K+]. Product: [Cl:19][C:20]1[CH:29]=[CH:28][C:23]2[N:24]([CH2:2][C:3]([N:5]3[CH2:9][C:8](=[O:10])[N:7]([C:11]4[CH:16]=[CH:15][CH:14]=[C:13]([Cl:17])[C:12]=4[CH3:18])[CH2:6]3)=[O:4])[C:25](=[O:27])[O:26][C:22]=2[CH:21]=1. The catalyst class is: 39. (6) Reactant: C([O:4][C@H:5]1[C@@H:10]([O:11]C(=O)C)[C@H:9]([O:15]C(=O)C)[C@@H:8]([CH2:19][O:20]C(=O)C)[O:7][C@@H:6]1[O:24][C:25]1[CH:30]=[CH:29][C:28]([C:31]2[CH:32]=[C:33]([CH:38]=[CH:39][CH:40]=2)[C:34]([O:36][CH3:37])=[O:35])=[CH:27][CH:26]=1)(=O)C.C[O-].[Na+]. Product: [OH:4][C@H:5]1[C@@H:10]([OH:11])[C@H:9]([OH:15])[C@@H:8]([CH2:19][OH:20])[O:7][C@@H:6]1[O:24][C:25]1[CH:26]=[CH:27][C:28]([C:31]2[CH:32]=[C:33]([CH:38]=[CH:39][CH:40]=2)[C:34]([O:36][CH3:37])=[O:35])=[CH:29][CH:30]=1. The catalyst class is: 5.